From a dataset of Full USPTO retrosynthesis dataset with 1.9M reactions from patents (1976-2016). Predict the reactants needed to synthesize the given product. (1) Given the product [CH3:15][C:16]1[O:20][C:19]([CH2:21][NH:22][C:8]2[CH:7]=[CH:6][C:5]3[C:10](=[CH:11][CH:12]=[CH:13][C:4]=3[NH:1][S:30]([C:27]3[CH:28]=[N:29][C:24]([Cl:23])=[CH:25][CH:26]=3)(=[O:32])=[O:31])[N:9]=2)=[CH:18][CH:17]=1, predict the reactants needed to synthesize it. The reactants are: [N+:1]([C:4]1[CH:13]=[CH:12][CH:11]=[C:10]2[C:5]=1[CH:6]=[CH:7][C:8](Cl)=[N:9]2)([O-])=O.[CH3:15][C:16]1[O:20][C:19]([CH2:21][NH2:22])=[CH:18][CH:17]=1.[Cl:23][C:24]1[N:29]=[CH:28][C:27]([S:30](Cl)(=[O:32])=[O:31])=[CH:26][CH:25]=1. (2) Given the product [Cl:1][C:2]1[CH:7]=[CH:6][C:5]([O:8][CH2:9][C@H:10]([CH3:13])[CH2:11][N:28]2[CH2:29][CH2:30][CH:25]([C:21]3[CH:20]=[C:19]([NH:18][C:16](=[O:17])[CH:15]([CH3:14])[CH3:31])[CH:24]=[CH:23][CH:22]=3)[CH2:26][CH2:27]2)=[CH:4][CH:3]=1, predict the reactants needed to synthesize it. The reactants are: [Cl:1][C:2]1[CH:7]=[CH:6][C:5]([O:8][CH2:9][C@H:10]([CH3:13])[CH2:11]Cl)=[CH:4][CH:3]=1.[CH3:14][CH:15]([CH3:31])[C:16]([NH:18][C:19]1[CH:24]=[CH:23][CH:22]=[C:21]([CH:25]2[CH2:30][CH2:29][NH:28][CH2:27][CH2:26]2)[CH:20]=1)=[O:17]. (3) Given the product [CH2:22]([NH:2][C@@H:3]1[CH2:4][CH2:5][C@H:6]([O:9][C:10]2[CH:11]=[C:12]3[C:17](=[CH:18][C:19]=2[CH3:20])[C:16](=[O:21])[NH:15][CH:14]=[CH:13]3)[CH2:7][CH2:8]1)[CH3:23], predict the reactants needed to synthesize it. The reactants are: Cl.[NH2:2][C@@H:3]1[CH2:8][CH2:7][C@H:6]([O:9][C:10]2[CH:11]=[C:12]3[C:17](=[CH:18][C:19]=2[CH3:20])[C:16](=[O:21])[NH:15][CH:14]=[CH:13]3)[CH2:5][CH2:4]1.[CH2:22](N(CC)CC)[CH3:23].C(=O)C.[BH4-].[Na+].Cl. (4) Given the product [F:30][C:27]1[CH:26]=[CH:25][C:24]([CH2:23][N:16]([C@@H:17]([CH3:22])[C:18]([F:21])([F:20])[F:19])[C:14](=[O:15])[CH2:13][N:9]2[C:8](=[O:31])[C@@:7]3([C:32]4[C:4](=[CH:3][C:2]([NH:1][C:39]([NH:38][S:35](=[O:37])(=[O:36])[NH:43][CH3:42])=[O:40])=[CH:34][CH:33]=4)[CH2:5][CH2:6]3)[O:11][C:10]2=[O:12])=[CH:29][CH:28]=1, predict the reactants needed to synthesize it. The reactants are: [NH2:1][C:2]1[CH:3]=[C:4]2[C:32](=[CH:33][CH:34]=1)[C@:7]1([O:11][C:10](=[O:12])[N:9]([CH2:13][C:14]([N:16]([CH2:23][C:24]3[CH:29]=[CH:28][C:27]([F:30])=[CH:26][CH:25]=3)[C@@H:17]([CH3:22])[C:18]([F:21])([F:20])[F:19])=[O:15])[C:8]1=[O:31])[CH2:6][CH2:5]2.[S:35](Cl)([N:38]=[C:39]=[O:40])(=[O:37])=[O:36].[CH3:42][NH2:43]. (5) Given the product [Cl:19][C:12]1[C:11]2[N:10]=[CH:9][CH:8]=[CH:7][C:6]=2[C:5]2[CH:15]=[CH:16][C:2]([Cl:1])=[CH:3][C:4]=2[N:13]=1, predict the reactants needed to synthesize it. The reactants are: [Cl:1][C:2]1[CH:16]=[CH:15][C:5]2[C:6]3[CH:7]=[CH:8][CH:9]=[N:10][C:11]=3[C:12](=O)[NH:13][C:4]=2[CH:3]=1.O=P(Cl)(Cl)[Cl:19].